Dataset: NCI-60 drug combinations with 297,098 pairs across 59 cell lines. Task: Regression. Given two drug SMILES strings and cell line genomic features, predict the synergy score measuring deviation from expected non-interaction effect. (1) Drug 1: C1C(C(OC1N2C=C(C(=O)NC2=O)F)CO)O. Drug 2: C1CC(C1)(C(=O)O)C(=O)O.[NH2-].[NH2-].[Pt+2]. Cell line: MDA-MB-231. Synergy scores: CSS=17.9, Synergy_ZIP=-6.10, Synergy_Bliss=-2.22, Synergy_Loewe=-0.964, Synergy_HSA=0.655. (2) Drug 1: COC1=CC(=CC(=C1O)OC)C2C3C(COC3=O)C(C4=CC5=C(C=C24)OCO5)OC6C(C(C7C(O6)COC(O7)C8=CC=CS8)O)O. Drug 2: C1=CC=C(C(=C1)C(C2=CC=C(C=C2)Cl)C(Cl)Cl)Cl. Cell line: SK-MEL-2. Synergy scores: CSS=47.2, Synergy_ZIP=2.14, Synergy_Bliss=3.39, Synergy_Loewe=-49.7, Synergy_HSA=1.64. (3) Drug 2: CCCCC(=O)OCC(=O)C1(CC(C2=C(C1)C(=C3C(=C2O)C(=O)C4=C(C3=O)C=CC=C4OC)O)OC5CC(C(C(O5)C)O)NC(=O)C(F)(F)F)O. Cell line: OVCAR3. Synergy scores: CSS=31.6, Synergy_ZIP=-4.45, Synergy_Bliss=-4.59, Synergy_Loewe=-10.7, Synergy_HSA=-0.823. Drug 1: CCC1=C2CN3C(=CC4=C(C3=O)COC(=O)C4(CC)O)C2=NC5=C1C=C(C=C5)O. (4) Drug 1: C1=C(C(=O)NC(=O)N1)F. Drug 2: C1=NC(=NC(=O)N1C2C(C(C(O2)CO)O)O)N. Cell line: SN12C. Synergy scores: CSS=9.98, Synergy_ZIP=-10.00, Synergy_Bliss=-9.79, Synergy_Loewe=-8.78, Synergy_HSA=-8.55. (5) Drug 1: C1C(C(OC1N2C=NC(=NC2=O)N)CO)O. Drug 2: N.N.Cl[Pt+2]Cl. Cell line: HCT116. Synergy scores: CSS=46.3, Synergy_ZIP=3.79, Synergy_Bliss=3.71, Synergy_Loewe=7.07, Synergy_HSA=9.01. (6) Cell line: HCT116. Drug 1: C1=CN(C=N1)CC(O)(P(=O)(O)O)P(=O)(O)O. Synergy scores: CSS=25.9, Synergy_ZIP=-0.466, Synergy_Bliss=-1.67, Synergy_Loewe=-28.6, Synergy_HSA=-5.03. Drug 2: CC1=C(C(=O)C2=C(C1=O)N3CC4C(C3(C2COC(=O)N)OC)N4)N. (7) Drug 1: CCC(=C(C1=CC=CC=C1)C2=CC=C(C=C2)OCCN(C)C)C3=CC=CC=C3.C(C(=O)O)C(CC(=O)O)(C(=O)O)O. Drug 2: C1CC(C1)(C(=O)O)C(=O)O.[NH2-].[NH2-].[Pt+2]. Cell line: A498. Synergy scores: CSS=4.09, Synergy_ZIP=-2.48, Synergy_Bliss=-1.93, Synergy_Loewe=-2.02, Synergy_HSA=-1.78.